From a dataset of Full USPTO retrosynthesis dataset with 1.9M reactions from patents (1976-2016). Predict the reactants needed to synthesize the given product. (1) Given the product [C:1](=[O:40])([O:2][C@@:3]([CH3:39])([C:6](=[O:38])[C@@H:7]([NH:15][C:16](=[O:37])[C@@H:17]([NH:21][C:22](=[O:36])[C@@H:23]([NH:27][C:28]([C:30]1[S:34][C:33]([CH3:35])=[N:32][CH:31]=1)=[O:29])[CH2:24][O:25][CH3:26])[CH2:18][O:19][CH3:20])[CH2:8][C:9]1[CH:14]=[CH:13][CH:12]=[CH:11][CH:10]=1)[CH2:4][I:5])[O:44][CH2:42][CH3:43], predict the reactants needed to synthesize it. The reactants are: [C:1](Cl)(=[O:40])[O:2][C@@:3]([CH3:39])([C:6](=[O:38])[C@@H:7]([NH:15][C:16](=[O:37])[C@@H:17]([NH:21][C:22](=[O:36])[C@@H:23]([NH:27][C:28]([C:30]1[S:34][C:33]([CH3:35])=[N:32][CH:31]=1)=[O:29])[CH2:24][O:25][CH3:26])[CH2:18][O:19][CH3:20])[CH2:8][C:9]1[CH:14]=[CH:13][CH:12]=[CH:11][CH:10]=1)[CH2:4][I:5].[CH2:42]([OH:44])[CH3:43]. (2) Given the product [N:9]([N:1]1[CH2:5][CH2:4][CH2:3][C@H:2]1[C:6]([OH:8])=[O:7])=[O:10], predict the reactants needed to synthesize it. The reactants are: [NH:1]1[CH2:5][CH2:4][CH2:3][C@H:2]1[C:6]([OH:8])=[O:7].[N:9]([O-])=[O:10].[Na+].O.Cl. (3) The reactants are: [N:1]1[CH:6]=[CH:5][C:4]([C:7]2[N:8]=[C:9](O)[C:10]3[CH:16]=[CH:15][CH:14]=[N:13][C:11]=3[N:12]=2)=[CH:3][CH:2]=1.C(C1C=C(C(C)C)C=C(C(C)C)C=1S([Cl:36])(=O)=O)(C)C.CC[N:39]([CH2:42]C)CC.[C:44]([O:48][C:49](=[O:61])[NH:50][C@@H:51]([CH2:54][C:55]1[CH:60]=[CH:59][CH:58]=[CH:57][CH:56]=1)CN)([CH3:47])([CH3:46])[CH3:45]. Given the product [C:44]([O:48][C:49](=[O:61])[NH:50][C@@H:51]([CH2:54][C:55]1[CH:56]=[CH:57][CH:58]=[CH:59][CH:60]=1)[CH2:14][NH:13][C:11]1[C:10]2[CH:16]=[CH:15][N:39]=[C:42]([Cl:36])[C:9]=2[N:8]=[C:7]([C:4]2[CH:3]=[CH:2][N:1]=[CH:6][CH:5]=2)[N:12]=1)([CH3:45])([CH3:46])[CH3:47], predict the reactants needed to synthesize it. (4) The reactants are: [CH3:1][O:2][CH2:3][CH2:4][N:5]1[C:9]2[CH:10]=[CH:11][C:12]([C:14]([OH:16])=O)=[CH:13][C:8]=2[N:7]=[C:6]1[NH:17][C:18]1[S:19][C:20]2[CH:26]=[C:25]([O:27][C:28]([F:31])([F:30])[F:29])[CH:24]=[CH:23][C:21]=2[N:22]=1.[CH3:32][O:33][CH2:34][CH2:35][NH2:36].CN(C(ON1N=NC2C=CC=CC1=2)=[N+](C)C)C.F[P-](F)(F)(F)(F)F.CCN(C(C)C)C(C)C. Given the product [CH3:32][O:33][CH2:34][CH2:35][NH:36][C:14]([C:12]1[CH:11]=[CH:10][C:9]2[N:5]([CH2:4][CH2:3][O:2][CH3:1])[C:6]([NH:17][C:18]3[S:19][C:20]4[CH:26]=[C:25]([O:27][C:28]([F:31])([F:30])[F:29])[CH:24]=[CH:23][C:21]=4[N:22]=3)=[N:7][C:8]=2[CH:13]=1)=[O:16], predict the reactants needed to synthesize it. (5) The reactants are: [CH3:1][NH:2][C@H:3]1[CH2:8][CH2:7][C@H:6]([C:9]#[C:10][CH2:11][OH:12])[CH2:5][CH2:4]1.Cl[C:14]1[N:19]=[CH:18][C:17]([CH2:20][CH3:21])=[CH:16][N:15]=1.C(N(C(C)C)C(C)C)C.[Na+].[I-]. Given the product [CH2:20]([C:17]1[CH:16]=[N:15][C:14]([N:2]([CH3:1])[C@H:3]2[CH2:4][CH2:5][C@H:6]([C:9]#[C:10][CH2:11][OH:12])[CH2:7][CH2:8]2)=[N:19][CH:18]=1)[CH3:21], predict the reactants needed to synthesize it. (6) Given the product [CH3:39][O:38][C:32]1[CH:31]=[C:30]([CH:35]=[CH:34][C:33]=1[O:36][CH3:37])[C:29]([NH:28][C:25]1[CH:24]=[CH:23][C:22]([C:7]([CH3:21])([CH2:6][OH:5])[CH2:8][NH:9][C:10]([C:12]2[N:16]3[CH:17]=[CH:18][CH:19]=[CH:20][C:15]3=[N:14][CH:13]=2)=[O:11])=[CH:27][CH:26]=1)=[O:40], predict the reactants needed to synthesize it. The reactants are: [BH4-].[Li+].C([O:5][C:6](=O)[C:7]([C:22]1[CH:27]=[CH:26][C:25]([NH:28][C:29](=[O:40])[C:30]2[CH:35]=[CH:34][C:33]([O:36][CH3:37])=[C:32]([O:38][CH3:39])[CH:31]=2)=[CH:24][CH:23]=1)([CH3:21])[CH2:8][NH:9][C:10]([C:12]1[N:16]2[CH:17]=[CH:18][CH:19]=[CH:20][C:15]2=[N:14][CH:13]=1)=[O:11])C.